From a dataset of Full USPTO retrosynthesis dataset with 1.9M reactions from patents (1976-2016). Predict the reactants needed to synthesize the given product. (1) Given the product [Cl:28][C:29]1[CH:40]=[CH:39][C:32]2[O:33][C:34]([N:27]([C@H:19]([C:3]3[N:2]([CH3:1])[C:6]([C:7]4[CH:8]=[CH:9][C:10]([N:13]5[CH2:14][CH2:15][O:16][CH2:17][CH2:18]5)=[CH:11][CH:12]=4)=[CH:5][N:4]=3)[CH2:20][C:21]3[CH:26]=[CH:25][CH:24]=[CH:23][N:22]=3)[CH:65]=[O:66])=[CH:35][C:31]=2[CH:30]=1, predict the reactants needed to synthesize it. The reactants are: [CH3:1][N:2]1[C:6]([C:7]2[CH:12]=[CH:11][C:10]([N:13]3[CH2:18][CH2:17][O:16][CH2:15][CH2:14]3)=[CH:9][CH:8]=2)=[CH:5][N:4]=[C:3]1[C@@H:19]([NH2:27])[CH2:20][C:21]1[CH:26]=[CH:25][CH:24]=[CH:23][N:22]=1.[Cl:28][C:29]1[CH:40]=[CH:39][C:32]2[O:33][C:34](C(O)=O)=[CH:35][C:31]=2[CH:30]=1.ON1C2C=CC=CC=2N=N1.Cl.CN(C)CCCN=C=NCC.CN(C)[CH:65]=[O:66]. (2) Given the product [F:19][C:20]1[C:27]([CH:36]([OH:41])[CH2:37][CH2:38][CH2:39][CH3:40])=[CH:26][CH:25]=[CH:24][C:21]=1[C:22]#[N:23], predict the reactants needed to synthesize it. The reactants are: C(NC(C)C)(C)C.C([Li])CCC.CCCCCC.[F:19][C:20]1[CH:27]=[CH:26][CH:25]=[CH:24][C:21]=1[C:22]#[N:23].[Li+].CC([N-]C(C)C)C.[CH:36](=[O:41])[CH2:37][CH2:38][CH2:39][CH3:40].[Cl-].[NH4+]. (3) Given the product [Cl:3][C:4]1[CH:35]=[CH:34][C:7]([CH2:8][O:9][C:10]2[CH:15]=[CH:14][N:13]([C:16]3[CH:17]=[CH:18][C:19]4[N:23]=[C:22]([CH:24]5[CH2:26][CH:25]5[C:27]([OH:29])=[O:28])[N:21]([CH3:31])[C:20]=4[CH:32]=3)[C:12](=[O:33])[CH:11]=2)=[CH:6][CH:5]=1, predict the reactants needed to synthesize it. The reactants are: [OH-].[Na+].[Cl:3][C:4]1[CH:35]=[CH:34][C:7]([CH2:8][O:9][C:10]2[CH:15]=[CH:14][N:13]([C:16]3[CH:17]=[CH:18][C:19]4[N:23]=[C:22]([CH:24]5[CH2:26][CH:25]5[C:27]([O:29]C)=[O:28])[N:21]([CH3:31])[C:20]=4[CH:32]=3)[C:12](=[O:33])[CH:11]=2)=[CH:6][CH:5]=1.CO.Cl. (4) Given the product [CH2:39]([N:46]1[C:47]([CH3:55])([CH3:54])[CH2:48][N:49]([C:27]([C:13]2[CH:12]=[C:11]([C:8]3[CH:7]=[CH:6][C:5]([O:4][CH2:3][O:2][CH3:1])=[CH:10][CH:9]=3)[N:16]=[C:15]3[N:17]([CH:21]4[CH2:26][CH2:25][CH2:24][CH2:23][O:22]4)[N:18]=[C:19]([CH3:20])[C:14]=23)=[O:29])[C:50]([CH3:53])([CH3:52])[CH2:51]1)[C:40]1[CH:41]=[CH:42][CH:43]=[CH:44][CH:45]=1, predict the reactants needed to synthesize it. The reactants are: [CH3:1][O:2][CH2:3][O:4][C:5]1[CH:10]=[CH:9][C:8]([C:11]2[CH:12]=[C:13]([C:27]([OH:29])=O)[C:14]3[C:19]([CH3:20])=[N:18][N:17]([CH:21]4[CH2:26][CH2:25][CH2:24][CH2:23][O:22]4)[C:15]=3[N:16]=2)=[CH:7][CH:6]=1.CCN(C(C)C)C(C)C.[CH2:39]([N:46]1[CH2:51][C:50]([CH3:53])([CH3:52])[NH:49][CH2:48][C:47]1([CH3:55])[CH3:54])[C:40]1[CH:45]=[CH:44][CH:43]=[CH:42][CH:41]=1.